Dataset: Catalyst prediction with 721,799 reactions and 888 catalyst types from USPTO. Task: Predict which catalyst facilitates the given reaction. Reactant: [CH3:1][O:2][C:3](=[O:22])[CH:4]([O:20][CH3:21])[CH2:5][C:6]1[CH:11]=[CH:10][C:9]([O:12]CC2C=CC=CC=2)=[CH:8][CH:7]=1. Product: [CH3:1][O:2][C:3](=[O:22])[CH:4]([O:20][CH3:21])[CH2:5][C:6]1[CH:11]=[CH:10][C:9]([OH:12])=[CH:8][CH:7]=1. The catalyst class is: 19.